Dataset: Full USPTO retrosynthesis dataset with 1.9M reactions from patents (1976-2016). Task: Predict the reactants needed to synthesize the given product. Given the product [Br:1][C:2]1[CH:3]=[C:4]([C:8]2([C:25]3[CH:30]=[CH:29][N:28]=[C:27]([C:31]([F:34])([F:33])[F:32])[CH:26]=3)[C:16]3[C:17](=[N:18][CH:19]=[CH:20][CH:21]=3)[C:22]([NH2:23])=[N:9]2)[CH:5]=[CH:6][CH:7]=1, predict the reactants needed to synthesize it. The reactants are: [Br:1][C:2]1[CH:3]=[C:4](/[C:8](/[C:16]2[C:17]([C:22]#[N:23])=[N:18][CH:19]=[CH:20][CH:21]=2)=[N:9]\S(C(C)(C)C)=O)[CH:5]=[CH:6][CH:7]=1.Br[C:25]1[CH:30]=[CH:29][N:28]=[C:27]([C:31]([F:34])([F:33])[F:32])[CH:26]=1.